Dataset: Forward reaction prediction with 1.9M reactions from USPTO patents (1976-2016). Task: Predict the product of the given reaction. The product is: [C:15]([O:19][C:20](=[O:42])[CH2:21][C:22]1([C:35]([O:37][C:38]([CH3:41])([CH3:40])[CH3:39])=[O:36])[O:26][N:25]=[C:24]([C:27]2[CH:32]=[C:31]([CH3:33])[CH:30]=[C:29]([O:34][C:10](=[O:11])[C:9]3[CH:8]=[CH:7][C:6]([NH:2][C:3]([NH2:5])=[NH:4])=[CH:14][CH:13]=3)[CH:28]=2)[CH2:23]1)([CH3:17])([CH3:18])[CH3:16]. Given the reactants Cl.[NH:2]([C:6]1[CH:14]=[CH:13][C:9]([C:10](Cl)=[O:11])=[CH:8][CH:7]=1)[C:3]([NH2:5])=[NH:4].[C:15]([O:19][C:20](=[O:42])[CH2:21][C:22]1([C:35]([O:37][C:38]([CH3:41])([CH3:40])[CH3:39])=[O:36])[O:26][N:25]=[C:24]([C:27]2[CH:32]=[C:31]([CH3:33])[CH:30]=[C:29]([OH:34])[CH:28]=2)[CH2:23]1)([CH3:18])([CH3:17])[CH3:16].N1C=CC=CC=1.C(=O)(O)[O-].[Na+], predict the reaction product.